Dataset: Full USPTO retrosynthesis dataset with 1.9M reactions from patents (1976-2016). Task: Predict the reactants needed to synthesize the given product. (1) Given the product [CH2:1]([O:3][C:4]1[CH:5]=[C:6]([C:13]2[O:17][N:16]=[C:15]([C:18]3[CH:19]=[C:20]4[C:24](=[CH:25][CH:26]=3)[CH2:23][N:22]([CH2:34][C:36]3([NH:44][C:45](=[O:51])[O:46][C:47]([CH3:50])([CH3:49])[CH3:48])[CH2:41][O:40][C:39]([CH3:42])([CH3:43])[O:38][CH2:37]3)[CH2:21]4)[N:14]=2)[CH:7]=[CH:8][C:9]=1[O:10][CH2:11][CH3:12])[CH3:2], predict the reactants needed to synthesize it. The reactants are: [CH2:1]([O:3][C:4]1[CH:5]=[C:6]([C:13]2[O:17][N:16]=[C:15]([C:18]3[CH:19]=[C:20]4[C:24](=[CH:25][CH:26]=3)[CH2:23][N:22](C(OC(C)(C)C)=O)[CH2:21]4)[N:14]=2)[CH:7]=[CH:8][C:9]=1[O:10][CH2:11][CH3:12])[CH3:2].[CH:34]([C:36]1([NH:44][C:45](=[O:51])[O:46][C:47]([CH3:50])([CH3:49])[CH3:48])[CH2:41][O:40][C:39]([CH3:43])([CH3:42])[O:38][CH2:37]1)=O.[BH-](OC(C)=O)(OC(C)=O)OC(C)=O.[Na+].ClCCCl. (2) The reactants are: C[Si]([N-][Si](C)(C)C)(C)C.[K+].[Cl:11][C:12]1[N:16]([C:17]2[CH:22]=[CH:21][C:20]([O:23][CH3:24])=[CH:19][CH:18]=2)[C:15]([C:25](OCC)=[O:26])=[C:14]([NH:30][C:31](=[O:40])[CH2:32][C:33]2[CH:38]=[CH:37][CH:36]=[CH:35][C:34]=2[F:39])[CH:13]=1. Given the product [Cl:11][C:12]1[N:16]([C:17]2[CH:22]=[CH:21][C:20]([O:23][CH3:24])=[CH:19][CH:18]=2)[C:15]2[C:25]([OH:26])=[C:32]([C:33]3[CH:38]=[CH:37][CH:36]=[CH:35][C:34]=3[F:39])[C:31](=[O:40])[NH:30][C:14]=2[CH:13]=1, predict the reactants needed to synthesize it. (3) Given the product [NH2:29][CH:30]([C:34]1[CH:39]=[CH:38][CH:37]=[CH:36][CH:35]=1)[C:31]([N:9]([C:4]1[CH:5]=[CH:6][C:7]([CH3:8])=[C:2]([Cl:1])[CH:3]=1)[CH2:10][CH2:11][C:12]1[CH:17]=[CH:16][C:15]([C:18]([F:19])([F:20])[F:21])=[CH:14][CH:13]=1)=[O:32], predict the reactants needed to synthesize it. The reactants are: [Cl:1][C:2]1[CH:3]=[C:4]([NH:9][CH2:10][CH2:11][C:12]2[CH:17]=[CH:16][C:15]([C:18]([F:21])([F:20])[F:19])=[CH:14][CH:13]=2)[CH:5]=[CH:6][C:7]=1[CH3:8].C(OC([NH:29][CH:30]([C:34]1[CH:39]=[CH:38][CH:37]=[CH:36][CH:35]=1)[C:31](O)=[O:32])=O)(C)(C)C. (4) Given the product [Cl:1][C:2]1[CH:3]=[CH:4][C:5]([OH:24])=[C:6]([C:8]2[N:12]([CH2:13][O:14][CH2:15][CH2:16][Si:17]([CH3:18])([CH3:19])[CH3:20])[N:11]=[CH:10][C:9]=2[N+:21]([O-:23])=[O:22])[CH:7]=1, predict the reactants needed to synthesize it. The reactants are: [Cl:1][C:2]1[CH:3]=[CH:4][C:5]([O:24]CC2C=CC(OC)=CC=2)=[C:6]([C:8]2[N:12]([CH2:13][O:14][CH2:15][CH2:16][Si:17]([CH3:20])([CH3:19])[CH3:18])[N:11]=[CH:10][C:9]=2[N+:21]([O-:23])=[O:22])[CH:7]=1.O.C(=O)(O)[O-].[Na+]. (5) The reactants are: I[C:2]1[CH:7]=[CH:6][C:5]([CH2:8][C:9]([OH:11])=[O:10])=[CH:4][C:3]=1[C:12]1[CH:17]=[CH:16][C:15]([C:18]([F:21])([F:20])[F:19])=[CH:14][CH:13]=1.[CH2:22]([C:25]1[CH:30]=[C:29]([C:31]([F:34])([F:33])[F:32])[CH:28]=[CH:27][C:26]=1B1OC(C)(C)C(C)(C)O1)[CH2:23][CH3:24].ClCCl.C(=O)([O-])[O-].[Na+].[Na+]. Given the product [F:19][C:18]([F:21])([F:20])[C:15]1[CH:16]=[CH:17][C:12]([C:3]2[CH:4]=[C:5]([CH2:8][C:9]([OH:11])=[O:10])[CH:6]=[CH:7][C:2]=2[C:26]2[CH:27]=[CH:28][C:29]([C:31]([F:32])([F:34])[F:33])=[CH:30][C:25]=2[CH2:22][CH2:23][CH3:24])=[CH:13][CH:14]=1, predict the reactants needed to synthesize it. (6) Given the product [F:23][C:24]([F:51])([F:50])[C:25]1[CH:26]=[C:27]([CH:43]=[C:44]([C:46]([F:49])([F:48])[F:47])[CH:45]=1)[CH2:28][N:29]1[CH2:36][CH2:35][CH2:34][O:33][C:32]2[N:37]=[CH:38][CH:39]=[C:40]([C:1]3[CH:6]=[CH:5][CH:4]=[CH:3][CH:2]=3)[C:31]=2[C:30]1=[O:42], predict the reactants needed to synthesize it. The reactants are: [C:1]1(B(O)O)[CH:6]=[CH:5][CH:4]=[CH:3][CH:2]=1.C1(C)C=CC=CC=1.C(=O)([O-])[O-].[Na+].[Na+].[F:23][C:24]([F:51])([F:50])[C:25]1[CH:26]=[C:27]([CH:43]=[C:44]([C:46]([F:49])([F:48])[F:47])[CH:45]=1)[CH2:28][N:29]1[CH2:36][CH2:35][CH2:34][O:33][C:32]2[N:37]=[CH:38][CH:39]=[C:40](I)[C:31]=2[C:30]1=[O:42].